From a dataset of Tox21: 12 toxicity assays (nuclear receptors and stress response pathways). Binary classification across 12 toxicity assays. (1) The compound is O=C(NC(=O)c1c(F)cccc1F)Nc1ccc(Cl)c(Oc2ncc(C(F)(F)F)cc2Cl)c1. It tested positive (active) for: SR-MMP (Mitochondrial Membrane Potential disruption), and SR-p53 (p53 tumor suppressor activation). (2) It tested positive (active) for: NR-ER (Estrogen Receptor agonist activity). The molecule is Clc1ccc(C(Cl)(Cl)Cl)cc1.